From a dataset of Catalyst prediction with 721,799 reactions and 888 catalyst types from USPTO. Predict which catalyst facilitates the given reaction. (1) Reactant: [C:1]([O:5][C:6]([N:8]1[CH2:13][CH2:12][CH:11]([C:14]2[CH:19]=[CH:18][C:17]([CH:20]([C:22]([O:24]C)=[O:23])[CH3:21])=[CH:16][CH:15]=2)[CH2:10][CH2:9]1)=[O:7])([CH3:4])([CH3:3])[CH3:2].[OH-].[Na+]. Product: [C:1]([O:5][C:6]([N:8]1[CH2:13][CH2:12][CH:11]([C:14]2[CH:19]=[CH:18][C:17]([CH:20]([C:22]([OH:24])=[O:23])[CH3:21])=[CH:16][CH:15]=2)[CH2:10][CH2:9]1)=[O:7])([CH3:2])([CH3:3])[CH3:4]. The catalyst class is: 5. (2) Reactant: Br[C:2]1[CH:8]=[CH:7][C:5]([NH2:6])=[C:4]([CH2:9][CH3:10])[CH:3]=1.CC1(C)C(C)(C)OB([C:19]2[CH2:24][CH2:23][N:22]([C:25]([O:27][C:28]([CH3:31])([CH3:30])[CH3:29])=[O:26])[CH2:21][CH:20]=2)O1.C(=O)([O-])[O-].[Cs+].[Cs+]. Product: [NH2:6][C:5]1[CH:7]=[CH:8][C:2]([C:19]2[CH2:24][CH2:23][N:22]([C:25]([O:27][C:28]([CH3:31])([CH3:30])[CH3:29])=[O:26])[CH2:21][CH:20]=2)=[CH:3][C:4]=1[CH2:9][CH3:10]. The catalyst class is: 117.